From a dataset of Forward reaction prediction with 1.9M reactions from USPTO patents (1976-2016). Predict the product of the given reaction. (1) Given the reactants C([O:3][C:4](=[O:17])[C:5]([C:8]1[CH:13]=[CH:12][C:11]([C:14](=[O:16])[CH3:15])=[CH:10][CH:9]=1)([F:7])[F:6])C.Cl, predict the reaction product. The product is: [C:14]([C:11]1[CH:10]=[CH:9][C:8]([C:5]([F:6])([F:7])[C:4]([OH:17])=[O:3])=[CH:13][CH:12]=1)(=[O:16])[CH3:15]. (2) Given the reactants [CH3:1][C:2]([S:5](Cl)=[O:6])([CH3:4])[CH3:3].Cl.[NH2:9][C:10]1([C:13]#[N:14])[CH2:12][CH2:11]1.C(N(C(C)C)C(C)C)C, predict the reaction product. The product is: [C:13]([C:10]1([NH:9][S:5]([C:2]([CH3:4])([CH3:3])[CH3:1])=[O:6])[CH2:12][CH2:11]1)#[N:14].